Dataset: Forward reaction prediction with 1.9M reactions from USPTO patents (1976-2016). Task: Predict the product of the given reaction. Given the reactants C(OC1N=C2C(N=C(OC)N2CCCC2CCCCN2)=C(N)N=1)CCC.[NH2:27][C:28]1[N:36]=[C:35]([O:37][C@@H:38]([CH3:42])[CH2:39][CH2:40][CH3:41])[N:34]=[C:33]2[C:29]=1[N:30]=[C:31]([O:60][CH3:61])[N:32]2[CH2:43][CH:44]1[CH2:49][CH2:48][N:47](C(OCC2C=CC=CC=2)=O)[CH2:46][CH2:45]1, predict the reaction product. The product is: [CH3:42][C@H:38]([O:37][C:35]1[N:34]=[C:33]2[C:29]([N:30]=[C:31]([O:60][CH3:61])[N:32]2[CH2:43][CH:44]2[CH2:45][CH2:46][NH:47][CH2:48][CH2:49]2)=[C:28]([NH2:27])[N:36]=1)[CH2:39][CH2:40][CH3:41].